This data is from Catalyst prediction with 721,799 reactions and 888 catalyst types from USPTO. The task is: Predict which catalyst facilitates the given reaction. Product: [N+:11]([C:3]1[CH:4]=[C:5]([N+:8]([O-:10])=[O:9])[CH:6]=[CH:7][C:2]=1[C:20]1[CH:19]=[CH:18][CH:17]=[C:16]([C:15]([F:26])([F:25])[F:14])[CH:21]=1)([O-:13])=[O:12]. The catalyst class is: 70. Reactant: Br[C:2]1[CH:7]=[CH:6][C:5]([N+:8]([O-:10])=[O:9])=[CH:4][C:3]=1[N+:11]([O-:13])=[O:12].[F:14][C:15]([F:26])([F:25])[C:16]1[CH:17]=[C:18](B(O)O)[CH:19]=[CH:20][CH:21]=1.C([O-])([O-])=O.[K+].[K+].